This data is from Reaction yield outcomes from USPTO patents with 853,638 reactions. The task is: Predict the reaction yield, written as a fraction of the theoretical maximum amount of product (1.0 means a 100% yield; for example, 0.34 means a 34% yield). (1) The reactants are [NH2:1][C:2]1[CH:11]=[C:10]2[C:5]([C:6](=[O:13])[NH:7][C:8](=[O:12])[NH:9]2)=[CH:4][C:3]=1[O:14][CH3:15].[Cl:16][C:17]1[CH:27]=[C:26]([F:28])[C:25]([F:29])=[CH:24][C:18]=1[C:19]([N:21]=[C:22]=[O:23])=[O:20]. The catalyst is C(#N)C.CN1CCCC1=O. The product is [Cl:16][C:17]1[CH:27]=[C:26]([F:28])[C:25]([F:29])=[CH:24][C:18]=1[C:19]([NH:21][C:22]([NH:1][C:2]1[CH:11]=[C:10]2[C:5]([C:6](=[O:13])[NH:7][C:8](=[O:12])[NH:9]2)=[CH:4][C:3]=1[O:14][CH3:15])=[O:23])=[O:20]. The yield is 0.300. (2) The reactants are [NH2:1][C:2]1[C:7]([O:8][C:9]2[CH:10]=[C:11]([CH:14]=[C:15]([Cl:17])[CH:16]=2)[C:12]#[N:13])=[C:6]([F:18])[C:5]([CH3:19])=[CH:4][CH:3]=1.C([O-])(=O)C.[NH4+].C1C(=O)N([Br:32])C(=O)C1. The catalyst is C(#N)C. The product is [NH2:1][C:2]1[C:3]([Br:32])=[CH:4][C:5]([CH3:19])=[C:6]([F:18])[C:7]=1[O:8][C:9]1[CH:10]=[C:11]([CH:14]=[C:15]([Cl:17])[CH:16]=1)[C:12]#[N:13]. The yield is 0.880. (3) The reactants are [C:1]1([C@H:7]([C@H:9]2[O:14][CH2:13][CH2:12][N:11]([C@@H:15]([C:17]3[CH:22]=[CH:21][CH:20]=[CH:19][CH:18]=3)[CH3:16])[CH2:10]2)[OH:8])[CH:6]=[CH:5][CH:4]=[CH:3][CH:2]=1.CCN(C(C)C)C(C)C.[CH3:32][S:33](Cl)(=[O:35])=[O:34]. The catalyst is ClCCl. The product is [CH3:32][S:33]([O:8][C@H:7]([C:1]1[CH:2]=[CH:3][CH:4]=[CH:5][CH:6]=1)[C@H:9]1[O:14][CH2:13][CH2:12][N:11]([C@@H:15]([C:17]2[CH:22]=[CH:21][CH:20]=[CH:19][CH:18]=2)[CH3:16])[CH2:10]1)(=[O:35])=[O:34]. The yield is 0.550. (4) The reactants are C(OC([N:8]1[CH2:13][CH2:12][N:11]([C:14]([CH:16]2[CH2:20][CH2:19][N:18]([C:21]3[CH:26]=[CH:25][C:24]([Cl:27])=[C:23]([C:28]4[NH:32][C:31]5[CH:33]=[CH:34][CH:35]=[CH:36][C:30]=5[N:29]=4)[CH:22]=3)[CH2:17]2)=[O:15])[CH2:10][CH2:9]1)=O)(C)(C)C.Cl. The product is [NH:29]1[C:30]2[CH:36]=[CH:35][CH:34]=[CH:33][C:31]=2[N:32]=[C:28]1[C:23]1[CH:22]=[C:21]([N:18]2[CH2:19][CH2:20][CH:16]([C:14]([N:11]3[CH2:10][CH2:9][NH:8][CH2:13][CH2:12]3)=[O:15])[CH2:17]2)[CH:26]=[CH:25][C:24]=1[Cl:27]. The yield is 0.570. The catalyst is CCOCC. (5) The reactants are [Br:1][C:2]1[CH:3]=[CH:4][C:5]([Cl:11])=[C:6](B(O)O)[CH:7]=1.[Cl:12][C:13]1[CH:18]=[C:17](Cl)[N:16]=[C:15]([NH2:20])[N:14]=1. No catalyst specified. The product is [Cl:12][C:13]1[CH:18]=[C:17]([C:6]2[CH:7]=[C:2]([Br:1])[CH:3]=[CH:4][C:5]=2[Cl:11])[N:16]=[C:15]([NH2:20])[N:14]=1. The yield is 0.210. (6) The reactants are Cl.Cl.[F:3][C:4]1[C:9]([F:10])=[CH:8][CH:7]=[CH:6][C:5]=1[C@@H:11]1[CH2:21][CH2:20][C@@H:19]([O:22][Si](C(C)C)(C(C)C)C(C)C)[C:14]2=[N:15][CH:16]=[CH:17][CH:18]=[C:13]2[CH:12]1[NH2:33].C(O)(C)C. The catalyst is O. The product is [NH2:33][CH:12]1[C:13]2[C:14](=[N:15][CH:16]=[CH:17][CH:18]=2)[C@H:19]([OH:22])[CH2:20][CH2:21][C@H:11]1[C:5]1[CH:6]=[CH:7][CH:8]=[C:9]([F:10])[C:4]=1[F:3]. The yield is 0.990. (7) The reactants are [CH2:1]([O:8][C:9]1[CH:31]=[CH:30][C:29]([C:32](=O)[CH2:33]Br)=[CH:28][C:10]=1[C:11]([NH:13][C:14]1[CH:19]=[C:18]([C:20]([F:23])([F:22])[F:21])[CH:17]=[C:16]([C:24]([F:27])([F:26])[F:25])[CH:15]=1)=[O:12])[C:2]1[CH:7]=[CH:6][CH:5]=[CH:4][CH:3]=1.[C:36]([NH2:39])(=[S:38])[CH3:37].C(=O)([O-])O.[Na+].C(O)C. The catalyst is O. The product is [CH2:1]([O:8][C:9]1[CH:31]=[CH:30][C:29]([C:32]2[N:39]=[C:36]([CH3:37])[S:38][CH:33]=2)=[CH:28][C:10]=1[C:11]([NH:13][C:14]1[CH:19]=[C:18]([C:20]([F:22])([F:23])[F:21])[CH:17]=[C:16]([C:24]([F:27])([F:25])[F:26])[CH:15]=1)=[O:12])[C:2]1[CH:7]=[CH:6][CH:5]=[CH:4][CH:3]=1. The yield is 0.675. (8) The reactants are [Br:1][C:2]1[CH:3]=[C:4]([S:17]([N:20]2[CH2:25][CH2:24][N:23](C(OC(C)(C)C)=O)[CH2:22][CH2:21]2)(=[O:19])=[O:18])[CH:5]=[C:6]([O:8][C:9]2[CH:14]=[C:13]([CH3:15])[CH:12]=[C:11]([CH3:16])[CH:10]=2)[CH:7]=1.O1CCOCC1.[ClH:39]. No catalyst specified. The product is [ClH:39].[Br:1][C:2]1[CH:3]=[C:4]([S:17]([N:20]2[CH2:21][CH2:22][NH:23][CH2:24][CH2:25]2)(=[O:18])=[O:19])[CH:5]=[C:6]([O:8][C:9]2[CH:14]=[C:13]([CH3:15])[CH:12]=[C:11]([CH3:16])[CH:10]=2)[CH:7]=1. The yield is 0.990.